Dataset: Full USPTO retrosynthesis dataset with 1.9M reactions from patents (1976-2016). Task: Predict the reactants needed to synthesize the given product. (1) Given the product [CH2:1]([C:8]1[C:13]([C:14]2[CH2:19][CH2:18][N:17]([CH3:20])[CH2:16][CH:15]=2)=[CH:12][CH:11]=[C:10]([N:22]2[CH2:26][C@@H:25]([O:27][CH3:28])[C@H:24]([OH:29])[CH2:23]2)[N:9]=1)[C:2]1[CH:7]=[CH:6][CH:5]=[CH:4][CH:3]=1, predict the reactants needed to synthesize it. The reactants are: [CH2:1]([C:8]1[C:13]([C:14]2(O)[CH2:19][CH2:18][N:17]([CH3:20])[CH2:16][CH2:15]2)=[CH:12][CH:11]=[C:10]([N:22]2[CH2:26][C@@H:25]([O:27][CH3:28])[C@H:24]([OH:29])[CH2:23]2)[N:9]=1)[C:2]1[CH:7]=[CH:6][CH:5]=[CH:4][CH:3]=1.Cl.C(=O)([O-])O.[Na+]. (2) Given the product [CH3:1][N:2]1[C:10]2[N:9]=[CH:8][CH:7]=[CH:6][C:5]=2[N:4]=[C:3]1[N:11]1[CH2:12][CH2:13][NH:14][CH2:15][CH2:16]1, predict the reactants needed to synthesize it. The reactants are: [CH3:1][N:2]1[C:10]2[N:9]=[CH:8][CH:7]=[CH:6][C:5]=2[N:4]=[C:3]1[N:11]1[CH2:16][CH2:15][N:14](C(OC(C)(C)C)=O)[CH2:13][CH2:12]1.FC(F)(F)C(O)=O.C(=O)([O-])[O-].[Na+].[Na+]. (3) Given the product [CH3:9][C@H:10]1[N:15]([CH2:7][C:3]2[CH:2]=[N:1][CH:6]=[CH:5][CH:4]=2)[CH2:14][CH2:13][N:12]([C:16]2[CH:17]=[CH:18][C:19]3[N:20]([C:22]([C:25]([F:27])([F:26])[F:28])=[N:23][N:24]=3)[N:21]=2)[CH2:11]1, predict the reactants needed to synthesize it. The reactants are: [N:1]1[CH:6]=[CH:5][CH:4]=[C:3]([CH:7]=O)[CH:2]=1.[CH3:9][C@H:10]1[NH:15][CH2:14][CH2:13][N:12]([C:16]2[CH:17]=[CH:18][C:19]3[N:20]([C:22]([C:25]([F:28])([F:27])[F:26])=[N:23][N:24]=3)[N:21]=2)[CH2:11]1. (4) Given the product [C:17]1([C:14]2[N:13]=[CH:12][C:11]([C:10]3[CH:9]=[N:8][N:7]4[C:2]([NH2:1])=[C:3]5[CH2:25][CH2:24][CH:23]([NH:33][CH:30]6[CH2:31][CH2:32][O:27][CH2:28][CH2:29]6)[C:4]5=[N:5][C:6]=34)=[CH:16][CH:15]=2)[CH:18]=[CH:19][CH:20]=[CH:21][CH:22]=1, predict the reactants needed to synthesize it. The reactants are: [NH2:1][C:2]1[N:7]2[N:8]=[CH:9][C:10]([C:11]3[CH:12]=[N:13][C:14]([C:17]4[CH:22]=[CH:21][CH:20]=[CH:19][CH:18]=4)=[CH:15][CH:16]=3)=[C:6]2[N:5]=[C:4]2[C:23](=O)[CH2:24][CH2:25][C:3]=12.[O:27]1[CH2:32][CH2:31][CH:30]([NH2:33])[CH2:29][CH2:28]1.CC(O)=O.[BH3-]C#N.[Na+]. (5) Given the product [CH2:1]([O:3][C:4](=[O:28])[CH2:5][N:6]([CH2:22][C:23]([O:25][CH2:26][CH3:27])=[O:24])[C:7]1[CH:12]=[C:11]([C:13]2[O:19][C:17](=[O:18])[NH:16][N:15]=2)[CH:10]=[CH:9][C:8]=1[CH3:21])[CH3:2], predict the reactants needed to synthesize it. The reactants are: [CH2:1]([O:3][C:4](=[O:28])[CH2:5][N:6]([CH2:22][C:23]([O:25][CH2:26][CH3:27])=[O:24])[C:7]1[CH:12]=[C:11]([C:13]([NH:15][NH:16][C:17]([O:19]C)=[O:18])=O)[CH:10]=[CH:9][C:8]=1[CH3:21])[CH3:2].P(Cl)(Cl)(Cl)=O. (6) The reactants are: [NH2:1][C:2]1[CH:7]=[CH:6][CH:5]=[CH:4][C:3]=1[SH:8].[SH:9][C:10]1[CH:18]=[CH:17][CH:16]=[CH:15][C:11]=1[C:12](O)=O. Given the product [S:8]1[C:3]2[CH:4]=[CH:5][CH:6]=[CH:7][C:2]=2[N:1]=[C:12]1[C:11]1[CH:15]=[CH:16][CH:17]=[CH:18][C:10]=1[SH:9], predict the reactants needed to synthesize it. (7) Given the product [OH:1][C@@:2]1([C:36]([F:38])([F:39])[F:37])[C:14]2[CH:13]=[C:12]([O:15][CH2:16][CH2:17][CH2:18][C:19]([OH:22])([CH3:21])[CH3:20])[CH:11]=[C:10]([C:23]3[CH:24]=[N:25][N:26]([C:28]([CH3:34])([CH3:35])[C:29]([OH:31])=[O:30])[CH:27]=3)[C:9]=2[C:8]2[C:3]1=[CH:4][CH:5]=[CH:6][CH:7]=2, predict the reactants needed to synthesize it. The reactants are: [OH:1][C@@:2]1([C:36]([F:39])([F:38])[F:37])[C:14]2[CH:13]=[C:12]([O:15][CH2:16][CH2:17][CH2:18][C:19]([OH:22])([CH3:21])[CH3:20])[CH:11]=[C:10]([C:23]3[CH:24]=[N:25][N:26]([C:28]([CH3:35])([CH3:34])[C:29]([O:31]CC)=[O:30])[CH:27]=3)[C:9]=2[C:8]2[C:3]1=[CH:4][CH:5]=[CH:6][CH:7]=2.[OH-].[Na+].Cl. (8) The reactants are: [CH2:1]([N:3]([CH2:29][CH3:30])[CH2:4][CH2:5][N:6]1[CH2:11][CH2:10][C:9]2[NH:12][C:13]([CH:16]=[C:17]3[C:25]4[C:20](=[CH:21][CH:22]=[C:23]([F:26])[CH:24]=4)[NH:19][C:18]3=[O:27])=[C:14]([CH3:15])[C:8]=2[C:7]1=[O:28])[CH3:2].C(O)(=O)C.[Br:35]N1C(=O)CCC1=O.N(C(C)(C)C#N)=NC(C)(C)C#N. Given the product [Br:35][CH:10]1[CH2:11][N:6]([CH2:5][CH2:4][N:3]([CH2:1][CH3:2])[CH2:29][CH3:30])[C:7](=[O:28])[C:8]2[C:14]([CH3:15])=[C:13]([CH:16]=[C:17]3[C:25]4[C:20](=[CH:21][CH:22]=[C:23]([F:26])[CH:24]=4)[NH:19][C:18]3=[O:27])[NH:12][C:9]1=2, predict the reactants needed to synthesize it.